Dataset: CYP1A2 inhibition data for predicting drug metabolism from PubChem BioAssay. Task: Regression/Classification. Given a drug SMILES string, predict its absorption, distribution, metabolism, or excretion properties. Task type varies by dataset: regression for continuous measurements (e.g., permeability, clearance, half-life) or binary classification for categorical outcomes (e.g., BBB penetration, CYP inhibition). Dataset: cyp1a2_veith. (1) The compound is CC(=O)NCCn1c(SCC(=O)NCc2ccco2)nc2ccccc2c1=O. The result is 0 (non-inhibitor). (2) The molecule is NC(N)=NC(N)=Nc1c(F)c(F)c(F)c(F)c1F. The result is 0 (non-inhibitor). (3) The result is 0 (non-inhibitor). The molecule is CC(=O)OC1=CC2=CC[C@H]3[C@H]4CCC(=O)[C@@]4(C)CC(=O)[C@]3(S)[C@]2(C)CC1. (4) The compound is COCCn1c(=O)c(CCc2ccccc2)nc2cnc(N3CCN(C)CC3)nc21. The result is 1 (inhibitor).